Predict the reaction yield, written as a fraction of the theoretical maximum amount of product (1.0 means a 100% yield; for example, 0.34 means a 34% yield). From a dataset of Reaction yield outcomes from USPTO patents with 853,638 reactions. (1) The reactants are [CH3:1][C:2]1[C:10]2[C:9](=[O:11])[CH2:8][C:7]([CH3:13])([CH3:12])[CH2:6][C:5]=2[NH:4][CH:3]=1.[H-].[Na+].BrC[CH2:18][C:19]1[CH:28]=[CH:27][C:22]([C:23]([O:25][CH3:26])=[O:24])=[CH:21][CH:20]=1. The catalyst is CN(C=O)C. The product is [CH3:1][C:2]1[C:10]2[C:9](=[O:11])[CH2:8][C:7]([CH3:13])([CH3:12])[CH2:6][C:5]=2[N:4]([CH2:18][C:19]2[CH:28]=[CH:27][C:22]([C:23]([O:25][CH3:26])=[O:24])=[CH:21][CH:20]=2)[CH:3]=1. The yield is 0.340. (2) The reactants are [F:1][C:2]([F:14])([F:13])[C:3]1([C:10]([O-:12])=[O:11])[CH2:8][CH:7]2[CH2:9][CH:4]1[CH:5]=[CH:6]2.[Na+].[Cl-].[C:17]1([S+:23]([C:30]2[CH:35]=[CH:34][CH:33]=[CH:32][CH:31]=2)[C:24]2[CH:29]=[CH:28][CH:27]=[CH:26][CH:25]=2)[CH:22]=[CH:21][CH:20]=[CH:19][CH:18]=1. The catalyst is C(Cl)Cl. The product is [F:1][C:2]([F:13])([F:14])[C:3]1([C:10]([O-:12])=[O:11])[CH2:8][CH:7]2[CH2:9][CH:4]1[CH:5]=[CH:6]2.[C:30]1([S+:23]([C:17]2[CH:18]=[CH:19][CH:20]=[CH:21][CH:22]=2)[C:24]2[CH:29]=[CH:28][CH:27]=[CH:26][CH:25]=2)[CH:31]=[CH:32][CH:33]=[CH:34][CH:35]=1. The yield is 0.400. (3) The yield is 0.950. The reactants are [NH2:1][C:2]1[C:3]2[C:11](=[O:12])[CH:10]=[CH:9][NH:8][C:4]=2[N:5]=[CH:6][N:7]=1.[I:13]N1C(=O)CCC1=O. The product is [NH2:1][C:2]1[C:3]2[C:11](=[O:12])[C:10]([I:13])=[CH:9][NH:8][C:4]=2[N:5]=[CH:6][N:7]=1. The catalyst is CN(C=O)C. (4) The reactants are [F-:1].[K+].Cl[C:4]1[N:9]=[C:8]([N:10]2[C@@H:14]([CH:15]3[CH2:17][CH2:16]3)[CH2:13][O:12][C:11]2=[O:18])[CH:7]=[C:6]([CH3:19])[N:5]=1. The catalyst is CS(C)=O.C(OCC)(=O)C.[Cl-].[Na+]. The product is [CH:15]1([C@H:14]2[CH2:13][O:12][C:11](=[O:18])[N:10]2[C:8]2[CH:7]=[C:6]([CH3:19])[N:5]=[C:4]([F:1])[N:9]=2)[CH2:17][CH2:16]1. The yield is 0.890. (5) The reactants are CCN=C=NCCCN(C)C.Cl.C1C=CC2N(O)N=NC=2C=1.CCN(C(C)C)C(C)C.[N:32]1[CH:37]=[CH:36][CH:35]=[CH:34][C:33]=1[CH2:38][NH2:39].[F:40][C:41]1[CH:46]=[CH:45][C:44]([CH2:47][CH2:48][CH2:49][S:50][C:51]2[N:59]=[CH:58][CH:57]=[CH:56][C:52]=2[C:53](O)=[O:54])=[CH:43][CH:42]=1. The product is [F:40][C:41]1[CH:46]=[CH:45][C:44]([CH2:47][CH2:48][CH2:49][S:50][C:51]2[C:52]([C:53]([NH:39][CH2:38][C:33]3[CH:34]=[CH:35][CH:36]=[CH:37][N:32]=3)=[O:54])=[CH:56][CH:57]=[CH:58][N:59]=2)=[CH:43][CH:42]=1. The yield is 0.460. The catalyst is C(Cl)Cl.CCCCCC.CC(=O)OCC. (6) The reactants are Br[C:2]1[CH:3]=[C:4]2[C:8](=[CH:9][CH:10]=1)[NH:7][C:6](=[O:11])[C:5]2([CH3:13])[CH3:12].[N+:14]([C:17]1[CH:18]=[C:19](B(O)O)[CH:20]=[CH:21][CH:22]=1)([O-:16])=[O:15].C(=O)([O-])[O-].[K+].[K+].[Cl-].[NH4+]. The catalyst is C(COC)OC.O.C1C=CC([P]([Pd]([P](C2C=CC=CC=2)(C2C=CC=CC=2)C2C=CC=CC=2)([P](C2C=CC=CC=2)(C2C=CC=CC=2)C2C=CC=CC=2)[P](C2C=CC=CC=2)(C2C=CC=CC=2)C2C=CC=CC=2)(C2C=CC=CC=2)C2C=CC=CC=2)=CC=1.CCOC(C)=O. The product is [CH3:12][C:5]1([CH3:13])[C:4]2[C:8](=[CH:9][CH:10]=[C:2]([C:21]3[CH:20]=[CH:19][CH:18]=[C:17]([N+:14]([O-:16])=[O:15])[CH:22]=3)[CH:3]=2)[NH:7][C:6]1=[O:11]. The yield is 0.670. (7) The reactants are Br[C:2]1[S:6][C:5]([C:7]([OH:9])=[O:8])=[CH:4][CH:3]=1.[O:10]1[CH:14]=[CH:13][C:12](B(O)O)=[CH:11]1.C([O-])([O-])=O.[K+].[K+]. The catalyst is CC([O-])=O.CC([O-])=O.[Pd+2].C1(P(C2CCCCC2)C2C=CC=CC=2C2C(OC)=CC=C(S([O-])(=O)=O)C=2OC)CCCCC1.[Na+].O. The product is [O:10]1[CH:14]=[CH:13][C:12]([C:2]2[S:6][C:5]([C:7]([OH:9])=[O:8])=[CH:4][CH:3]=2)=[CH:11]1. The yield is 0.950.